From a dataset of Forward reaction prediction with 1.9M reactions from USPTO patents (1976-2016). Predict the product of the given reaction. (1) Given the reactants [NH2:1][C:2]1[C:3]([OH:12])=[C:4]([CH:9]=[CH:10][CH:11]=1)[C:5]([O:7][CH3:8])=[O:6].[N:13]1[CH:18]=[CH:17][CH:16]=[CH:15][CH:14]=1.N1C=CC=C([C:25]2[CH:33]=[CH:32][C:28]([C:29](Cl)=[O:30])=[CH:27][CH:26]=2)C=1, predict the reaction product. The product is: [OH:12][C:3]1[C:2]([NH:1][C:29](=[O:30])[C:28]2[CH:32]=[CH:33][C:25]([C:16]3[CH:17]=[CH:18][N:13]=[CH:14][CH:15]=3)=[CH:26][CH:27]=2)=[CH:11][CH:10]=[CH:9][C:4]=1[C:5]([O:7][CH3:8])=[O:6]. (2) Given the reactants [F:1][C:2]1[CH:3]=[C:4]([C:8]([C:10]2[C:19]([N+:20]([O-])=O)=[C:18]3[C:13]([CH:14]=[CH:15][CH:16]=[N:17]3)=[CH:12][CH:11]=2)=[O:9])[CH:5]=[CH:6][CH:7]=1, predict the reaction product. The product is: [NH2:20][C:19]1[C:10]([C:8]([C:4]2[CH:5]=[CH:6][CH:7]=[C:2]([F:1])[CH:3]=2)=[O:9])=[CH:11][CH:12]=[C:13]2[C:18]=1[N:17]=[CH:16][CH:15]=[CH:14]2. (3) Given the reactants C1COCC1.[C:6]([O:10][C:11]([N:13]1[CH2:17][CH2:16][CH2:15][C@@H:14]1[CH2:18][O:19][C:20]1[CH:25]=[CH:24][C:23]([O:26]CC2C=CC=CC=2)=[CH:22][CH:21]=1)=[O:12])([CH3:9])([CH3:8])[CH3:7], predict the reaction product. The product is: [C:6]([O:10][C:11]([N:13]1[CH2:17][CH2:16][CH2:15][C@@H:14]1[CH2:18][O:19][C:20]1[CH:25]=[CH:24][C:23]([OH:26])=[CH:22][CH:21]=1)=[O:12])([CH3:9])([CH3:7])[CH3:8].